From a dataset of Peptide-MHC class I binding affinity with 185,985 pairs from IEDB/IMGT. Regression. Given a peptide amino acid sequence and an MHC pseudo amino acid sequence, predict their binding affinity value. This is MHC class I binding data. (1) The binding affinity (normalized) is 0.127. The MHC is HLA-A26:01 with pseudo-sequence HLA-A26:01. The peptide sequence is DCIMTSYQYL. (2) The peptide sequence is SIYYTLVRM. The MHC is HLA-B46:01 with pseudo-sequence HLA-B46:01. The binding affinity (normalized) is 0.0847. (3) The peptide sequence is PDLKTIHNIL. The MHC is HLA-A29:02 with pseudo-sequence HLA-A29:02. The binding affinity (normalized) is 0.170. (4) The peptide sequence is TLKGTSYKM. The MHC is HLA-A31:01 with pseudo-sequence HLA-A31:01. The binding affinity (normalized) is 0.0847. (5) The peptide sequence is VMETENALF. The MHC is HLA-B15:01 with pseudo-sequence HLA-B15:01. The binding affinity (normalized) is 0.473. (6) The peptide sequence is RKLTNPANK. The MHC is HLA-B57:01 with pseudo-sequence HLA-B57:01. The binding affinity (normalized) is 0.0847. (7) The peptide sequence is RQGKTPLTL. The MHC is HLA-A80:01 with pseudo-sequence HLA-A80:01. The binding affinity (normalized) is 0.0847.